From a dataset of Full USPTO retrosynthesis dataset with 1.9M reactions from patents (1976-2016). Predict the reactants needed to synthesize the given product. (1) Given the product [F:1][C:2]1[CH:7]=[CH:6][C:5]([C:8]2[CH:9]=[C:10]([CH:18]([CH3:20])[CH3:19])[CH:11]=[C:12]3[C:17]=2[N:16]=[CH:15][CH:14]=[CH:13]3)=[CH:4][C:3]=1[CH:21]=[O:22], predict the reactants needed to synthesize it. The reactants are: [F:1][C:2]1[CH:7]=[CH:6][C:5]([C:8]2[CH:9]=[C:10]([CH:18]([CH3:20])[CH3:19])[CH:11]=[C:12]3[C:17]=2[N:16]=[CH:15][CH:14]=[CH:13]3)=[CH:4][C:3]=1[CH2:21][OH:22]. (2) Given the product [CH2:11]([O:10][CH:4]([O:3][CH2:1][CH3:2])[C:5](=[O:7])[CH2:13][C:14]1[CH:22]=[CH:21][C:17]([CH3:18])=[CH:16][CH:15]=1)[CH3:12], predict the reactants needed to synthesize it. The reactants are: [CH2:1]([O:3][CH:4]([O:10][CH2:11][CH3:12])[C:5]([O:7]CC)=O)[CH3:2].[CH3:13][C:14]1[CH:22]=[CH:21][C:17]([CH2:18][Mg]Cl)=[CH:16][CH:15]=1.[Cl-].[NH4+]. (3) Given the product [F:18][C:10]1[CH:11]=[C:12]([N+:15]([O-:17])=[O:16])[CH:13]=[CH:14][C:9]=1[O:8][C:6]1[N:5]=[CH:4][N:3]=[C:2]([NH:1][C:27]([N:36]2[CH2:41][CH2:40][CH2:39][CH2:38][CH2:37]2)=[O:28])[CH:7]=1, predict the reactants needed to synthesize it. The reactants are: [NH2:1][C:2]1[CH:7]=[C:6]([O:8][C:9]2[CH:14]=[CH:13][C:12]([N+:15]([O-:17])=[O:16])=[CH:11][C:10]=2[F:18])[N:5]=[CH:4][N:3]=1.C(N(CC)CC)C.Cl[C:27](OC1C=CC=CC=1)=[O:28].[NH:36]1[CH2:41][CH2:40][CH2:39][CH2:38][CH2:37]1. (4) The reactants are: [CH2:1]([C:3]1[N:11]=[C:10]([O:12][CH3:13])[C:9]([NH:14][C:15]([N:17]2[CH2:22][CH2:21][N:20]([C:23]3[CH:28]=[CH:27][CH:26]=[C:25]([OH:29])[CH:24]=3)[CH2:19][CH2:18]2)=[O:16])=[CH:8][C:4]=1[C:5]([OH:7])=O)[CH3:2].[CH:30]1[C:43]2[C:34](=[N:35][C:36]3[C:41]([C:42]=2[NH:44][C:45]2[CH:46]=[C:47]([NH:53][C:54](=[O:58])[CH:55]([NH2:57])[CH3:56])[CH:48]=[C:49]([CH2:51][OH:52])[CH:50]=2)=[CH:40][CH:39]=[CH:38][CH:37]=3)[CH:33]=[CH:32][CH:31]=1. Given the product [CH:40]1[C:41]2[C:36](=[N:35][C:34]3[C:43]([C:42]=2[NH:44][C:45]2[CH:46]=[C:47]([NH:53][C:54]([CH:55]([NH:57][C:5]([C:4]4[CH:8]=[C:9]([NH:14][C:15]([N:17]5[CH2:22][CH2:21][N:20]([C:23]6[CH:28]=[CH:27][CH:26]=[C:25]([OH:29])[CH:24]=6)[CH2:19][CH2:18]5)=[O:16])[C:10]([O:12][CH3:13])=[N:11][C:3]=4[CH2:1][CH3:2])=[O:7])[CH3:56])=[O:58])[CH:48]=[C:49]([CH2:51][OH:52])[CH:50]=2)=[CH:30][CH:31]=[CH:32][CH:33]=3)[CH:37]=[CH:38][CH:39]=1, predict the reactants needed to synthesize it. (5) Given the product [F:56][C:55]([F:57])([F:58])[C:54]([C:48]1[CH:47]=[C:46]([CH2:67][CH2:68][CH3:69])[C:45]([O:44][C:42]2[CH:41]=[CH:40][N:39]=[C:38]([CH2:1][N:73]3[C:72](=[O:77])[C:71]([C:78]4[CH:83]=[CH:82][C:81]([O:84][CH:85]([CH3:87])[CH3:86])=[CH:80][CH:79]=4)([CH3:70])[NH:75][C:74]3=[O:76])[CH:43]=2)=[C:50]([CH2:51][CH2:52][CH3:53])[CH:49]=1)([OH:63])[C:59]([F:62])([F:61])[F:60], predict the reactants needed to synthesize it. The reactants are: [CH2:1](C1C=C(C(OCOC)(C(F)(F)F)C(F)(F)F)C=C(CCC)C=1O)CC.ClC1C=C(B(O)O)C=CN=1.Cl[C:38]1[CH:43]=[C:42]([O:44][C:45]2[C:50]([CH2:51][CH2:52][CH3:53])=[CH:49][C:48]([C:54]([O:63]COC)([C:59]([F:62])([F:61])[F:60])[C:55]([F:58])([F:57])[F:56])=[CH:47][C:46]=2[CH2:67][CH2:68][CH3:69])[CH:41]=[CH:40][N:39]=1.[CH3:70][C:71]1([C:78]2[CH:83]=[CH:82][C:81]([O:84][CH:85]([CH3:87])[CH3:86])=[CH:80][CH:79]=2)[NH:75][C:74](=[O:76])[NH:73][C:72]1=[O:77]. (6) Given the product [F:1][C:2]1[CH:7]=[CH:6][C:5]([C:8]2[C:12]([CH2:13][NH:14][C:15]3[CH:16]=[C:17]([C:21]([N:36]4[CH2:37][C:34]5([CH2:31][O:32][CH2:33]5)[CH2:35]4)=[O:23])[N:18]([CH3:20])[N:19]=3)=[C:11]([CH3:24])[O:10][N:9]=2)=[CH:4][CH:3]=1, predict the reactants needed to synthesize it. The reactants are: [F:1][C:2]1[CH:7]=[CH:6][C:5]([C:8]2[C:12]([CH2:13][NH:14][C:15]3[CH:16]=[C:17]([C:21]([OH:23])=O)[N:18]([CH3:20])[N:19]=3)=[C:11]([CH3:24])[O:10][N:9]=2)=[CH:4][CH:3]=1.C([O-])(=O)C([O-])=O.[CH2:31]1[C:34]2([CH2:37][NH2+:36][CH2:35]2)[CH2:33][O:32]1.[CH2:31]1[C:34]2([CH2:37][NH2+:36][CH2:35]2)[CH2:33][O:32]1. (7) The reactants are: Cl.[CH:2]([C:5]1[CH:6]=[C:7]([C@@H:11]([NH2:13])[CH3:12])[CH:8]=[CH:9][CH:10]=1)([CH3:4])[CH3:3].[CH3:14][O:15][C:16](=[O:43])[C@@H:17]([O:21][C:22]1[CH:23]=[C:24]([CH:40]=[CH:41][CH:42]=1)[CH2:25][N:26]1[C:34]2[C:29](=[CH:30][C:31]([C:35](O)=[O:36])=[CH:32][CH:33]=2)[C:28]([CH3:38])=[C:27]1[CH3:39])[CH:18]([CH3:20])[CH3:19]. Given the product [CH:2]([C:5]1[CH:6]=[C:7]([C@@H:11]([NH:13][C:35]([C:31]2[CH:30]=[C:29]3[C:34](=[CH:33][CH:32]=2)[N:26]([CH2:25][C:24]2[CH:23]=[C:22]([CH:42]=[CH:41][CH:40]=2)[O:21][C@@H:17]([CH:18]([CH3:20])[CH3:19])[C:16]([O:15][CH3:14])=[O:43])[C:27]([CH3:39])=[C:28]3[CH3:38])=[O:36])[CH3:12])[CH:8]=[CH:9][CH:10]=1)([CH3:4])[CH3:3], predict the reactants needed to synthesize it.